This data is from TCR-epitope binding with 47,182 pairs between 192 epitopes and 23,139 TCRs. The task is: Binary Classification. Given a T-cell receptor sequence (or CDR3 region) and an epitope sequence, predict whether binding occurs between them. (1) The epitope is LEPLVDLPI. The TCR CDR3 sequence is CASSVGDGGANTQYF. Result: 0 (the TCR does not bind to the epitope). (2) The epitope is ALLADKFPV. The TCR CDR3 sequence is CASSLGGLLSTDTQYF. Result: 1 (the TCR binds to the epitope). (3) The epitope is RLRAEAQVK. The TCR CDR3 sequence is CASSMGLAENTGELFF. Result: 1 (the TCR binds to the epitope).